The task is: Predict the product of the given reaction.. This data is from Forward reaction prediction with 1.9M reactions from USPTO patents (1976-2016). (1) Given the reactants [F:1][C:2]1([F:12])[O:6][C:5]2[CH:7]=[CH:8][C:9]([NH2:11])=[CH:10][C:4]=2[O:3]1.C(N(CC)CC)C.[N+:20]([C:23]1[CH:31]=[CH:30][CH:29]=[CH:28][C:24]=1[C:25](Cl)=[O:26])([O-:22])=[O:21], predict the reaction product. The product is: [F:12][C:2]1([F:1])[O:6][C:5]2[CH:7]=[CH:8][C:9]([NH:11][C:25](=[O:26])[C:24]3[CH:28]=[CH:29][CH:30]=[CH:31][C:23]=3[N+:20]([O-:22])=[O:21])=[CH:10][C:4]=2[O:3]1. (2) Given the reactants [N:1]1([CH2:6][C:7]2[CH:12]=[CH:11][C:10]([CH2:13][C:14]#[N:15])=[CH:9][C:8]=2[C:16]#[C:17][Si](C)(C)C)[CH2:5][CH2:4][CH2:3][CH2:2]1, predict the reaction product. The product is: [CH2:16]([C:8]1[CH:9]=[C:10]([CH2:13][CH2:14][NH2:15])[CH:11]=[CH:12][C:7]=1[CH2:6][N:1]1[CH2:5][CH2:4][CH2:3][CH2:2]1)[CH3:17].